This data is from Peptide-MHC class II binding affinity with 134,281 pairs from IEDB. The task is: Regression. Given a peptide amino acid sequence and an MHC pseudo amino acid sequence, predict their binding affinity value. This is MHC class II binding data. (1) The peptide sequence is WDFGSVGGVFTSVGKAVH. The MHC is DRB1_1501 with pseudo-sequence DRB1_1501. The binding affinity (normalized) is 0.0625. (2) The peptide sequence is YDKFLANVSTVLTGK. The MHC is DRB1_1602 with pseudo-sequence DRB1_1602. The binding affinity (normalized) is 0.790. (3) The peptide sequence is VIPAGELQVIEKVDAAFKVA. The MHC is DRB1_0701 with pseudo-sequence DRB1_0701. The binding affinity (normalized) is 0.537. (4) The peptide sequence is ARTISEAGQAMASTE. The MHC is HLA-DPA10201-DPB11401 with pseudo-sequence HLA-DPA10201-DPB11401. The binding affinity (normalized) is 0.450. (5) The peptide sequence is LMGCDCTSVGEEFFH. The MHC is DRB1_0101 with pseudo-sequence DRB1_0101. The binding affinity (normalized) is 0.270. (6) The peptide sequence is NPQKENDQYIFTGQP. The MHC is DRB4_0101 with pseudo-sequence DRB4_0103. The binding affinity (normalized) is 0.0356.